This data is from hERG potassium channel inhibition data for cardiac toxicity prediction from Karim et al.. The task is: Regression/Classification. Given a drug SMILES string, predict its toxicity properties. Task type varies by dataset: regression for continuous values (e.g., LD50, hERG inhibition percentage) or binary classification for toxic/non-toxic outcomes (e.g., AMES mutagenicity, cardiotoxicity, hepatotoxicity). Dataset: herg_karim. (1) The compound is Cc1ccc(C#CCOCc2cccc(COC#Cc3ccc(C)cc3)[n+]2C)cc1. The result is 1 (blocker). (2) The compound is CCOC(=O)[C@@H]1[C@@H](OC(=O)c2ccccc2)C[C@@H]2CC[C@H]1[NH+]2C. The result is 1 (blocker). (3) The compound is CCS(=O)(=O)C1CCN(C(=O)c2ccc(C[C@@H]3CC[C@H]([C@H](O)c4ccccc4)N3)cc2)CC1. The result is 0 (non-blocker).